From a dataset of Forward reaction prediction with 1.9M reactions from USPTO patents (1976-2016). Predict the product of the given reaction. (1) Given the reactants [NH2:1][C:2]1[N:7]=[CH:6][C:5]([C@@H:8]2[CH2:12][CH2:11][N:10]([C:13]([O:15][C:16]([CH3:19])([CH3:18])[CH3:17])=[O:14])[CH2:9]2)=[CH:4][CH:3]=1.Br[C:21]1[C:22](=[O:29])[N:23]([CH3:28])[N:24]=[C:25]([Cl:27])[CH:26]=1.C1(P(C2C=CC=CC=2)C2C3OC4C(=CC=CC=4P(C4C=CC=CC=4)C4C=CC=CC=4)C(C)(C)C=3C=CC=2)C=CC=CC=1.C(=O)([O-])[O-].[Cs+].[Cs+], predict the reaction product. The product is: [Cl:27][C:25]1[CH:26]=[C:21]([NH:1][C:2]2[N:7]=[CH:6][C:5]([C@@H:8]3[CH2:12][CH2:11][N:10]([C:13]([O:15][C:16]([CH3:19])([CH3:18])[CH3:17])=[O:14])[CH2:9]3)=[CH:4][CH:3]=2)[C:22](=[O:29])[N:23]([CH3:28])[N:24]=1. (2) Given the reactants [OH:1][NH:2][C:3](=[NH:10])[CH2:4][CH:5]([O:8][CH3:9])[O:6][CH3:7].[F:11][C:12]1[CH:13]=[CH:14][C:15]([C:18](O)=O)=[N:16][CH:17]=1.C(N1C=CN=C1)(N1C=CN=C1)=O.O, predict the reaction product. The product is: [CH3:7][O:6][CH:5]([O:8][CH3:9])[CH2:4][C:3]1[N:10]=[C:18]([C:15]2[CH:14]=[CH:13][C:12]([F:11])=[CH:17][N:16]=2)[O:1][N:2]=1. (3) Given the reactants C(OC(=O)[NH:7][C:8]1[CH:13]=[C:12]([C:14]([F:17])([F:16])[F:15])[C:11]([CH3:18])=[CH:10][C:9]=1[NH:19][C:20](=[O:37])[CH2:21][C:22]([C:24]1[CH:29]=[CH:28][CH:27]=[C:26]([C:30]2[CH:35]=[N:34][CH:33]=[C:32]([CH3:36])[N:31]=2)[CH:25]=1)=O)(C)(C)C.C(O)(C(F)(F)F)=O, predict the reaction product. The product is: [CH3:18][C:11]1[C:12]([C:14]([F:17])([F:16])[F:15])=[CH:13][C:8]2[N:7]=[C:22]([C:24]3[CH:29]=[CH:28][CH:27]=[C:26]([C:30]4[CH:35]=[N:34][CH:33]=[C:32]([CH3:36])[N:31]=4)[CH:25]=3)[CH2:21][C:20](=[O:37])[NH:19][C:9]=2[CH:10]=1. (4) Given the reactants [OH:1][CH:2]1[CH2:7][CH2:6][CH:5]([NH:8][C:9](=[O:13])[CH:10]([CH3:12])[CH3:11])[CH2:4][CH2:3]1.[NH2:14][C:15]1[CH:22]=[CH:21][CH:20]=[C:19](F)[C:16]=1[C:17]#[N:18], predict the reaction product. The product is: [NH2:14][C:15]1[C:16]([C:17]#[N:18])=[C:19]([CH:20]=[CH:21][CH:22]=1)[O:1][CH:2]1[CH2:3][CH2:4][CH:5]([NH:8][C:9](=[O:13])[CH:10]([CH3:11])[CH3:12])[CH2:6][CH2:7]1. (5) Given the reactants [Cl:1][C:2]1[CH:7]=[CH:6][CH:5]=[CH:4][C:3]=1[C@H:8]1[NH:13][CH2:12][C@@H:11]([CH3:14])[O:10][CH2:9]1.Cl[C:16]1[N:26]=[CH:25][C:19]2[O:20][CH2:21][C:22](=[O:24])[NH:23][C:18]=2[CH:17]=1, predict the reaction product. The product is: [Cl:1][C:2]1[CH:7]=[CH:6][CH:5]=[CH:4][C:3]=1[C@H:8]1[CH2:9][O:10][C@@H:11]([CH3:14])[CH2:12][N:13]1[C:16]1[N:26]=[CH:25][C:19]2[O:20][CH2:21][C:22](=[O:24])[NH:23][C:18]=2[CH:17]=1. (6) The product is: [CH:11]([Si:4]([CH:5]([CH3:6])[CH3:7])([CH:8]([CH3:10])[CH3:9])[CH2:1][CH:2]=[CH:3][CH2:16][CH2:15][C:14]([OH:20])=[O:19])([CH3:13])[CH3:12]. Given the reactants [CH2:1]([Si:4]([CH:11]([CH3:13])[CH3:12])([CH:8]([CH3:10])[CH3:9])[CH:5]([CH3:7])[CH3:6])[CH:2]=[CH2:3].[C:14]([OH:20])(=[O:19])[CH2:15][CH2:16]C=C.ClCCl.CCCCCC, predict the reaction product.